From a dataset of Full USPTO retrosynthesis dataset with 1.9M reactions from patents (1976-2016). Predict the reactants needed to synthesize the given product. (1) Given the product [CH2:11]([O:18][C@H:19]1[C@H:24]([O:25][CH2:26][C:27]2[CH:32]=[CH:31][CH:30]=[CH:29][CH:28]=2)[C@@H:23]([O:33][CH2:34][C:35]2[CH:36]=[CH:37][CH:38]=[CH:39][CH:40]=2)[C:22]([C:43]2[CH:48]=[CH:47][C:46]([CH2:49][CH3:50])=[C:45]([CH2:51][C:52]3[CH:61]=[CH:60][C:55]4[O:56][CH2:57][CH2:58][O:59][C:54]=4[CH:53]=3)[CH:44]=2)([O:41][CH3:42])[O:21][C@@H:20]1[CH:62]=[O:63])[C:12]1[CH:13]=[CH:14][CH:15]=[CH:16][CH:17]=1, predict the reactants needed to synthesize it. The reactants are: C(Cl)(=O)C(Cl)=O.CS(C)=O.[CH2:11]([O:18][C@H:19]1[C@H:24]([O:25][CH2:26][C:27]2[CH:32]=[CH:31][CH:30]=[CH:29][CH:28]=2)[C@@H:23]([O:33][CH2:34][C:35]2[CH:40]=[CH:39][CH:38]=[CH:37][CH:36]=2)[C:22]([C:43]2[CH:48]=[CH:47][C:46]([CH2:49][CH3:50])=[C:45]([CH2:51][C:52]3[CH:61]=[CH:60][C:55]4[O:56][CH2:57][CH2:58][O:59][C:54]=4[CH:53]=3)[CH:44]=2)([O:41][CH3:42])[O:21][C@@H:20]1[CH2:62][OH:63])[C:12]1[CH:17]=[CH:16][CH:15]=[CH:14][CH:13]=1.C(N(CC)CC)C.Cl. (2) Given the product [CH3:41][O:42][CH2:43][CH2:44][O:45][C:46]1[CH:47]=[CH:48][C:49]([C:50]([CH:52]2[CH2:57][CH2:56][N:55]([CH2:58][C:59]([OH:61])=[O:60])[CH2:54][CH2:53]2)=[O:51])=[CH:62][CH:63]=1.[CH3:41][O:42][CH2:43][CH2:44][O:45][C:46]1[CH:47]=[CH:48][C:49]([C:50]([CH:52]2[CH2:53][CH2:54][N:55]([CH2:58][C:59]([NH:64][CH2:65][C:66]3[NH:67][C:68](=[O:76])[C:69]4[CH2:75][O:74][CH2:73][CH2:72][C:70]=4[N:71]=3)=[O:61])[CH2:56][CH2:57]2)=[O:51])=[CH:62][CH:63]=1, predict the reactants needed to synthesize it. The reactants are: C(OC1C=CC(C(C2CCN(CC(O)=O)CC2)=O)=CC=1)C.FC1C=CC(C(C2CCN(CC(O)=O)CC2)=O)=CC=1.[CH3:41][O:42][CH2:43][CH2:44][O:45][C:46]1[CH:63]=[CH:62][C:49]([C:50]([CH:52]2[CH2:57][CH2:56][N:55]([CH2:58][C:59]([OH:61])=[O:60])[CH2:54][CH2:53]2)=[O:51])=[CH:48][CH:47]=1.[NH2:64][CH2:65][C:66]1[NH:67][C:68](=[O:76])[C:69]2[CH2:75][O:74][CH2:73][CH2:72][C:70]=2[N:71]=1.C(O)(C(F)(F)F)=O. (3) The reactants are: [F:1][C:2]([F:29])([F:28])[C:3]1[C:4]2[N:5]([C:19]([C:22]#[C:23][Si](C)(C)C)=[CH:20][N:21]=2)[CH:6]=[C:7]([C:9]2[CH:14]=[CH:13][C:12]([C:15]([F:18])([F:17])[F:16])=[CH:11][CH:10]=2)[CH:8]=1.C([O-])([O-])=O.[K+].[K+]. Given the product [C:22]([C:19]1[N:5]2[CH:6]=[C:7]([C:9]3[CH:14]=[CH:13][C:12]([C:15]([F:18])([F:17])[F:16])=[CH:11][CH:10]=3)[CH:8]=[C:3]([C:2]([F:1])([F:29])[F:28])[C:4]2=[N:21][CH:20]=1)#[CH:23], predict the reactants needed to synthesize it.